This data is from Full USPTO retrosynthesis dataset with 1.9M reactions from patents (1976-2016). The task is: Predict the reactants needed to synthesize the given product. (1) The reactants are: [F:1][C:2]([F:13])([F:12])[C:3]1[CH:8]=[CH:7][N:6]=[CH:5][C:4]=1[C:9]([OH:11])=O.CN(C=O)C.[CH3:19][O:20][C:21]1[CH:26]=[C:25]([O:27][CH3:28])[N:24]=[C:23]([CH2:29][NH2:30])[N:22]=1.C(N(CC)CC)C. Given the product [CH3:19][O:20][C:21]1[CH:26]=[C:25]([O:27][CH3:28])[N:24]=[C:23]([CH2:29][NH:30][C:9](=[O:11])[C:4]2[C:3]([C:2]([F:1])([F:13])[F:12])=[CH:8][CH:7]=[N:6][CH:5]=2)[N:22]=1, predict the reactants needed to synthesize it. (2) Given the product [Cl:27][C:14]1[CH:13]=[N:12][C:11]2[NH:10][C:6]3[CH:7]=[CH:8][CH:9]=[C:4]([CH:5]=3)[CH2:3][CH2:2][O:26][C:22]3[CH:21]=[C:20]([CH2:19][CH2:18][NH:17][C:15]=1[N:16]=2)[CH:25]=[CH:24][CH:23]=3, predict the reactants needed to synthesize it. The reactants are: Br[CH2:2][CH2:3][C:4]1[CH:5]=[C:6]([NH:10][C:11]2[N:16]=[C:15]([NH:17][CH2:18][CH2:19][C:20]3[CH:21]=[C:22]([OH:26])[CH:23]=[CH:24][CH:25]=3)[C:14]([Cl:27])=[CH:13][N:12]=2)[CH:7]=[CH:8][CH:9]=1.[OH-].[Na+].Cl. (3) Given the product [CH2:1]([N:4]([CH:16]([CH3:18])[CH3:17])[C:5]1[C:14]([Cl:15])=[CH:13][C:8]([C:9]([OH:11])=[O:10])=[CH:7][N:6]=1)[CH:2]=[CH2:3], predict the reactants needed to synthesize it. The reactants are: [CH2:1]([N:4]([CH:16]([CH3:18])[CH3:17])[C:5]1[C:14]([Cl:15])=[CH:13][C:8]([C:9]([O:11]C)=[O:10])=[CH:7][N:6]=1)[CH:2]=[CH2:3].[Li+].[OH-]. (4) Given the product [C:1]([O:5][C:6]([N:7]([CH2:30][C:31]1[CH:35]=[N:34][N:33]([CH2:36][C@@H:37]2[C@H:40]([NH:41][C:66](=[O:67])/[C:65](=[N:64]\[O:63][C:60]3([C:58]([O:57][CH:44]([C:45]4[CH:50]=[CH:49][CH:48]=[CH:47][CH:46]=4)[C:51]4[CH:56]=[CH:55][CH:54]=[CH:53][CH:52]=4)=[O:59])[CH2:62][CH2:61]3)/[C:69]3[N:70]=[C:71]([NH:74][C:75]([O:77][C:78]([CH3:81])([CH3:80])[CH3:79])=[O:76])[S:72][CH:73]=3)[C:39](=[O:42])[NH:38]2)[N:32]=1)[C:8]([N:17]1[CH2:18][CH:19]([CH2:21][NH:22][C:23]([O:25][C:26]([CH3:29])([CH3:28])[CH3:27])=[O:24])[CH2:20]1)=[N:9][C:10]([O:12][C:13]([CH3:14])([CH3:15])[CH3:16])=[O:11])=[O:43])([CH3:2])([CH3:3])[CH3:4], predict the reactants needed to synthesize it. The reactants are: [C:1]([O:5][C:6](=[O:43])[N:7]([CH2:30][C:31]1[CH:35]=[N:34][N:33]([CH2:36][C@@H:37]2[C@H:40]([NH2:41])[C:39](=[O:42])[NH:38]2)[N:32]=1)[C:8]([N:17]1[CH2:20][CH:19]([CH2:21][NH:22][C:23]([O:25][C:26]([CH3:29])([CH3:28])[CH3:27])=[O:24])[CH2:18]1)=[N:9][C:10]([O:12][C:13]([CH3:16])([CH3:15])[CH3:14])=[O:11])([CH3:4])([CH3:3])[CH3:2].[CH:44]([O:57][C:58]([C:60]1([O:63]/[N:64]=[C:65](/[C:69]2[N:70]=[C:71]([NH:74][C:75]([O:77][C:78]([CH3:81])([CH3:80])[CH3:79])=[O:76])[S:72][CH:73]=2)\[C:66](O)=[O:67])[CH2:62][CH2:61]1)=[O:59])([C:51]1[CH:56]=[CH:55][CH:54]=[CH:53][CH:52]=1)[C:45]1[CH:50]=[CH:49][CH:48]=[CH:47][CH:46]=1.CN(C(ON1N=NC2C=CC=NC1=2)=[N+](C)C)C.F[P-](F)(F)(F)(F)F.CCN(C(C)C)C(C)C. (5) Given the product [F:30][C:31]1[CH:32]=[C:33]([C:37]2[N:39]=[C:27]([CH:12]3[CH2:13][CH:14]([C:16]4[CH:17]=[CH:18][C:19]([O:22][C:23]([F:24])([F:26])[F:25])=[CH:20][CH:21]=4)[CH2:15][N:10]([C:8]([N:5]4[CH2:6][CH2:7][CH:2]([OH:1])[CH2:3][CH2:4]4)=[O:9])[CH2:11]3)[O:28][N:38]=2)[CH:34]=[CH:35][CH:36]=1, predict the reactants needed to synthesize it. The reactants are: [OH:1][CH:2]1[CH2:7][CH2:6][N:5]([C:8]([N:10]2[CH2:15][CH:14]([C:16]3[CH:21]=[CH:20][C:19]([O:22][C:23]([F:26])([F:25])[F:24])=[CH:18][CH:17]=3)[CH2:13][CH:12]([C:27](O)=[O:28])[CH2:11]2)=[O:9])[CH2:4][CH2:3]1.[F:30][C:31]1[CH:32]=[C:33]([C:37](=[N:39]O)[NH2:38])[CH:34]=[CH:35][CH:36]=1. (6) Given the product [CH2:33]([N:3]([CH2:1][CH3:2])[C:4]([C:6]1[CH:10]=[C:9]([C:11]2[CH:16]=[N:15][C:14]([NH2:17])=[CH:13][N:12]=2)[N:8]([C:25]2[N:26]=[N:27][C:28]([O:31][CH3:32])=[CH:29][CH:30]=2)[N:7]=1)=[O:5])[CH3:34], predict the reactants needed to synthesize it. The reactants are: [CH2:1]([N:3]([CH2:33][CH3:34])[C:4]([C:6]1[CH:10]=[C:9]([C:11]2[CH:16]=[N:15][C:14]([NH:17]C(OC(C)(C)C)=O)=[CH:13][N:12]=2)[N:8]([C:25]2[N:26]=[N:27][C:28]([O:31][CH3:32])=[CH:29][CH:30]=2)[N:7]=1)=[O:5])[CH3:2].FC(F)(F)C(O)=O. (7) Given the product [CH2:1]([O:8][N:9]1[C:15](=[O:16])[N:14]2[CH2:17][C@H:10]1[CH2:11][CH2:12][C@H:13]2[C:18]([NH:21][O:22][CH2:23][C@H:24]1[CH2:28][CH2:27][CH2:26][N:25]1[C:29]([O:31][C:32]([CH3:35])([CH3:34])[CH3:33])=[O:30])=[O:20])[C:2]1[CH:3]=[CH:4][CH:5]=[CH:6][CH:7]=1, predict the reactants needed to synthesize it. The reactants are: [CH2:1]([O:8][N:9]1[C:15](=[O:16])[N:14]2[CH2:17][C@H:10]1[CH2:11][CH2:12][C@H:13]2[C:18]([OH:20])=O)[C:2]1[CH:7]=[CH:6][CH:5]=[CH:4][CH:3]=1.[NH2:21][O:22][CH2:23][C@H:24]1[CH2:28][CH2:27][CH2:26][N:25]1[C:29]([O:31][C:32]([CH3:35])([CH3:34])[CH3:33])=[O:30]. (8) Given the product [CH3:31][S:32]([O-:35])(=[O:34])=[O:33].[Cl:1][C:2]1[C:3]([NH:10][CH2:11][C:12]2[CH:13]=[CH:14][C:15]([O:18][C:19]3[CH:20]=[CH:21][C:22]4[N:23]([C:25]([N+:28]([O-:30])=[O:29])=[CH:26][N:27]=4)[N:24]=3)=[CH:16][CH:17]=2)=[N:4][C:5]([CH3:9])=[NH+:6][C:7]=1[CH3:8], predict the reactants needed to synthesize it. The reactants are: [Cl:1][C:2]1[C:3]([NH:10][CH2:11][C:12]2[CH:17]=[CH:16][C:15]([O:18][C:19]3[CH:20]=[CH:21][C:22]4[N:23]([C:25]([N+:28]([O-:30])=[O:29])=[CH:26][N:27]=4)[N:24]=3)=[CH:14][CH:13]=2)=[N:4][C:5]([CH3:9])=[N:6][C:7]=1[CH3:8].[CH3:31][S:32]([OH:35])(=[O:34])=[O:33]. (9) Given the product [I:9][C:10]1[CH:11]=[C:12]([O:16][CH3:17])[C:13]([I:18])=[CH:14][C:15]=1[N+:1]([O-:4])=[O:2], predict the reactants needed to synthesize it. The reactants are: [N+:1]([O-:4])(O)=[O:2].N([O-])=O.[Na+].[I:9][C:10]1[CH:11]=[C:12]([O:16][CH3:17])[CH:13]=[CH:14][CH:15]=1.[I:18]I. (10) Given the product [I:42][C:2]1[CH:10]=[C:9]2[C:5]([C:6]([C:19]3[N:23]([CH2:24][O:25][CH2:26][CH2:27][Si:28]([CH3:31])([CH3:30])[CH3:29])[C:22]4[CH:32]=[CH:33][CH:34]=[CH:35][C:21]=4[N:20]=3)=[N:7][N:8]2[CH2:11][O:12][CH2:13][CH2:14][Si:15]([CH3:18])([CH3:17])[CH3:16])=[CH:4][CH:3]=1, predict the reactants needed to synthesize it. The reactants are: N[C:2]1[CH:10]=[C:9]2[C:5]([C:6]([C:19]3[N:23]([CH2:24][O:25][CH2:26][CH2:27][Si:28]([CH3:31])([CH3:30])[CH3:29])[C:22]4[CH:32]=[CH:33][CH:34]=[CH:35][C:21]=4[N:20]=3)=[N:7][N:8]2[CH2:11][O:12][CH2:13][CH2:14][Si:15]([CH3:18])([CH3:17])[CH3:16])=[CH:4][CH:3]=1.Cl.[N+]([O-])([O-])=O.[Na+].[I-:42].[K+].